This data is from Full USPTO retrosynthesis dataset with 1.9M reactions from patents (1976-2016). The task is: Predict the reactants needed to synthesize the given product. (1) Given the product [O:8]1[C:12]2([CH2:17][CH2:16][C:15](=[N:7][S:5]([C:2]([CH3:4])([CH3:3])[CH3:1])=[O:6])[CH2:14][CH2:13]2)[O:11][CH2:10][CH2:9]1, predict the reactants needed to synthesize it. The reactants are: [CH3:1][C:2]([S@@:5]([NH2:7])=[O:6])([CH3:4])[CH3:3].[O:8]1[C:12]2([CH2:17][CH2:16][C:15](=O)[CH2:14][CH2:13]2)[O:11][CH2:10][CH2:9]1.C(=O)(O)[O-].[Na+].S([O-])([O-])(=O)=O.[Mg+2]. (2) The reactants are: F[C:2](F)(F)[C:3]([O-])=O.[C:8]([NH:11][C:12]1[S:20][C:15]2[CH2:16][NH2+:17][CH2:18][CH2:19][C:14]=2[C:13]=1[C:21](=[O:29])[NH:22][C:23]1[CH:28]=[CH:27][CH:26]=[CH:25][CH:24]=1)(=[O:10])[CH3:9].C(=O)C.C(O[BH-](OC(=O)C)OC(=O)C)(=O)C.[Na+].ClC(Cl)C. Given the product [C:8]([NH:11][C:12]1[S:20][C:15]2[CH2:16][N:17]([CH2:2][CH3:3])[CH2:18][CH2:19][C:14]=2[C:13]=1[C:21]([NH:22][C:23]1[CH:24]=[CH:25][CH:26]=[CH:27][CH:28]=1)=[O:29])(=[O:10])[CH3:9], predict the reactants needed to synthesize it. (3) Given the product [Cl:1][C:2]1[CH:9]=[CH:8][C:5]([CH2:6][NH:7][CH2:16][C:15]2[CH:18]=[CH:19][C:12]([C:10]#[N:11])=[CH:13][CH:14]=2)=[CH:4][CH:3]=1, predict the reactants needed to synthesize it. The reactants are: [Cl:1][C:2]1[CH:9]=[CH:8][C:5]([CH2:6][NH2:7])=[CH:4][CH:3]=1.[C:10]([C:12]1[CH:19]=[CH:18][C:15]([CH:16]=O)=[CH:14][CH:13]=1)#[N:11].[BH3-]C#N.[Na+]. (4) Given the product [C:14]([O:18][C:19](=[O:25])[C@H:20]([CH:22]([CH3:23])[CH3:24])[NH:21][C:6](=[O:11])[C:7]([F:8])([F:9])[F:10])([CH3:17])([CH3:16])[CH3:15], predict the reactants needed to synthesize it. The reactants are: [F:8][C:7]([F:10])([F:9])[C:6](O[C:6](=[O:11])[C:7]([F:10])([F:9])[F:8])=[O:11].[C:14]([O:18][C:19](=[O:25])[C@H:20]([CH:22]([CH3:24])[CH3:23])[NH2:21])([CH3:17])([CH3:16])[CH3:15].C(N(CC)CC)C. (5) Given the product [C:21]([C:26]1[N:12]([CH2:13][CH:14]2[CH2:19][CH2:18][CH2:17][CH2:16][CH2:15]2)[C:11]2[CH:10]=[CH:9][C:4]([C:5]([O:7][CH3:8])=[O:6])=[CH:3][C:2]=2[N:1]=1)([CH3:25])([CH3:22])[CH3:20], predict the reactants needed to synthesize it. The reactants are: [NH2:1][C:2]1[CH:3]=[C:4]([CH:9]=[CH:10][C:11]=1[NH:12][CH2:13][CH:14]1[CH2:19][CH2:18][CH2:17][CH2:16][CH2:15]1)[C:5]([O:7][CH3:8])=[O:6].[CH3:20][C:21]([CH3:26])([CH3:25])[C:22](Cl)=O. (6) Given the product [F:23][C:20]1[CH:21]=[CH:22][C:17]([N:7]2[CH2:8][C:3]3([CH2:2][CH2:1]3)[N:4]([C:9]([O:11][C:12]([CH3:15])([CH3:14])[CH3:13])=[O:10])[CH2:5][CH2:6]2)=[CH:18][CH:19]=1, predict the reactants needed to synthesize it. The reactants are: [CH2:1]1[C:3]2([CH2:8][NH:7][CH2:6][CH2:5][N:4]2[C:9]([O:11][C:12]([CH3:15])([CH3:14])[CH3:13])=[O:10])[CH2:2]1.Br[C:17]1[CH:22]=[CH:21][C:20]([F:23])=[CH:19][CH:18]=1.C1(P(C2CCCCC2)C2C=CC=CC=2C2C(OC(C)C)=CC=CC=2OC(C)C)CCCCC1.CC(C)([O-])C.[K+].